This data is from Reaction yield outcomes from USPTO patents with 853,638 reactions. The task is: Predict the reaction yield, written as a fraction of the theoretical maximum amount of product (1.0 means a 100% yield; for example, 0.34 means a 34% yield). (1) The reactants are [Cl-].O[NH3+:3].[C:4](=[O:7])([O-])[OH:5].[Na+].CS(C)=O.[CH3:13][C:14]1[N:15]=[C:16]([CH2:36][CH2:37][CH3:38])[N:17]([CH2:21][C:22]2[CH:27]=[CH:26][C:25]([C:28]3[C:29]([C:34]#[N:35])=[CH:30][CH:31]=[CH:32][CH:33]=3)=[CH:24][CH:23]=2)[C:18](=[O:20])[CH:19]=1. The catalyst is O. The yield is 0.440. The product is [CH3:13][C:14]1[N:15]=[C:16]([CH2:36][CH2:37][CH3:38])[N:17]([CH2:21][C:22]2[CH:27]=[CH:26][C:25]([C:28]3[CH:33]=[CH:32][CH:31]=[CH:30][C:29]=3[C:34]3[NH:3][C:4](=[O:7])[O:5][N:35]=3)=[CH:24][CH:23]=2)[C:18](=[O:20])[CH:19]=1. (2) The reactants are Br[C:2]1[C:3]([Cl:32])=[CH:4][C:5]([O:30][CH3:31])=[C:6]([NH:8][C@@H:9]([CH3:29])[C:10]([N:12]2[CH2:17][CH2:16][N:15]([CH:18]3[CH2:21][N:20]([C:22]([O:24][C:25]([CH3:28])([CH3:27])[CH3:26])=[O:23])[CH2:19]3)[CH2:14][CH2:13]2)=[O:11])[CH:7]=1.[Zn](CC)[CH2:34][CH3:35]. The catalyst is C1COCC1.C1C=CC(P(C2C=CC=CC=2)[C-]2C=CC=C2)=CC=1.C1C=CC(P(C2C=CC=CC=2)[C-]2C=CC=C2)=CC=1.Cl[Pd]Cl.[Fe+2]. The product is [Cl:32][C:3]1[C:2]([CH2:34][CH3:35])=[CH:7][C:6]([NH:8][C@@H:9]([CH3:29])[C:10]([N:12]2[CH2:13][CH2:14][N:15]([CH:18]3[CH2:19][N:20]([C:22]([O:24][C:25]([CH3:28])([CH3:26])[CH3:27])=[O:23])[CH2:21]3)[CH2:16][CH2:17]2)=[O:11])=[C:5]([O:30][CH3:31])[CH:4]=1. The yield is 0.690. (3) The reactants are [CH3:1][N:2]([CH3:32])[C:3]([C:5]1[N:26]([CH:27]2[CH2:31][CH2:30][CH2:29][CH2:28]2)[C:8]2[N:9]=[C:10]([NH:13][C:14]3[CH:19]=[CH:18][C:17]([N:20]4[CH2:25][CH2:24][NH:23][CH2:22][CH2:21]4)=[CH:16][N:15]=3)[N:11]=[CH:12][C:7]=2[CH:6]=1)=[O:4].Br[CH2:34][CH2:35][OH:36]. No catalyst specified. The product is [CH3:1][N:2]([CH3:32])[C:3]([C:5]1[N:26]([CH:27]2[CH2:31][CH2:30][CH2:29][CH2:28]2)[C:8]2[N:9]=[C:10]([NH:13][C:14]3[CH:19]=[CH:18][C:17]([N:20]4[CH2:21][CH2:22][N:23]([CH2:34][CH2:35][OH:36])[CH2:24][CH2:25]4)=[CH:16][N:15]=3)[N:11]=[CH:12][C:7]=2[CH:6]=1)=[O:4]. The yield is 0.320. (4) The yield is 0.980. The product is [CH3:31][C:22]1([C:25]2[CH:26]=[CH:27][CH:28]=[CH:29][CH:30]=2)[CH2:21][CH2:20][N:19]([CH2:18][CH2:17][CH2:16][NH2:15])[CH2:24][CH2:23]1. The reactants are FC(F)(F)C(O)=O.C(OC([NH:15][CH2:16][CH2:17][CH2:18][N:19]1[CH2:24][CH2:23][C:22]([CH3:31])([C:25]2[CH:30]=[CH:29][CH:28]=[CH:27][CH:26]=2)[CH2:21][CH2:20]1)O)(C)(C)C. The catalyst is ClCCl.